Task: Predict the reactants needed to synthesize the given product.. Dataset: Full USPTO retrosynthesis dataset with 1.9M reactions from patents (1976-2016) (1) Given the product [F:1][C:2]1[CH:3]=[CH:4][C:5]([N:8]2[C:12]([C:13]([OH:15])=[O:14])=[CH:11][N:10]=[C:9]2[SH:18])=[CH:6][CH:7]=1, predict the reactants needed to synthesize it. The reactants are: [F:1][C:2]1[CH:7]=[CH:6][C:5]([N:8]2[C:12]([C:13]([O:15]CC)=[O:14])=[CH:11][N:10]=[C:9]2[SH:18])=[CH:4][CH:3]=1.[OH-].[Li+]. (2) Given the product [F:22][C:21]([F:23])([F:24])[C:19]1[CH:20]=[C:15]([CH:16]=[C:17]([C:25]([F:28])([F:27])[F:26])[CH:18]=1)[CH2:14][NH:13][C:5]1[CH:6]=[CH:7][C:8]([N+:10]([O-:12])=[O:11])=[CH:9][C:4]=1[C:3]([OH:29])=[O:2], predict the reactants needed to synthesize it. The reactants are: C[O:2][C:3](=[O:29])[C:4]1[CH:9]=[C:8]([N+:10]([O-:12])=[O:11])[CH:7]=[CH:6][C:5]=1[NH:13][CH2:14][C:15]1[CH:20]=[C:19]([C:21]([F:24])([F:23])[F:22])[CH:18]=[C:17]([C:25]([F:28])([F:27])[F:26])[CH:16]=1.[Li+].[OH-]. (3) The reactants are: [F:1][C:2]1([F:25])[CH2:4][CH:3]1[CH2:5][N:6]1[C:10]2[CH:11]=[CH:12][C:13](B3OC(C)(C)C(C)(C)O3)=[CH:14][C:9]=2[S:8][C:7]1=[O:24].[OH:26]O. Given the product [F:1][C:2]1([F:25])[CH2:4][CH:3]1[CH2:5][N:6]1[C:10]2[CH:11]=[CH:12][C:13]([OH:26])=[CH:14][C:9]=2[S:8][C:7]1=[O:24], predict the reactants needed to synthesize it. (4) The reactants are: [CH3:1][O:2][C:3]1[N:8]=[C:7]([NH:9][CH:10]([CH2:13][OH:14])[CH2:11][OH:12])[C:6]([N+:15]([O-:17])=[O:16])=[CH:5][CH:4]=1.C([O-])(O)=O.[Na+].CO[C:25](OC)([CH3:27])[CH3:26]. Given the product [CH3:26][C:25]1([CH3:27])[O:12][CH2:11][CH:10]([NH:9][C:7]2[C:6]([N+:15]([O-:17])=[O:16])=[CH:5][CH:4]=[C:3]([O:2][CH3:1])[N:8]=2)[CH2:13][O:14]1, predict the reactants needed to synthesize it.